Dataset: Catalyst prediction with 721,799 reactions and 888 catalyst types from USPTO. Task: Predict which catalyst facilitates the given reaction. (1) Reactant: [CH2:1]([N:8]1[C:21]2[C:16](=[CH:17][CH:18]=[CH:19][CH:20]=2)[CH2:15][C:14]2[CH:13]=[CH:12][CH:11]=[CH:10][C:9]1=2)[C:2]1[CH:7]=[CH:6][CH:5]=[CH:4][CH:3]=1.C([Li])CCC.[C:27](=[O:29])=[O:28]. Product: [CH2:1]([N:8]1[C:9]2[C:14](=[CH:13][CH:12]=[CH:11][CH:10]=2)[CH:15]([C:27]([OH:29])=[O:28])[C:16]2[CH:17]=[CH:18][CH:19]=[CH:20][C:21]1=2)[C:2]1[CH:3]=[CH:4][CH:5]=[CH:6][CH:7]=1. The catalyst class is: 1. (2) Reactant: [CH:1]([O:4][C:5]1[CH:13]=[CH:12][C:8]([C:9]([OH:11])=O)=[CH:7][C:6]=1[C:14]([F:17])([F:16])[F:15])([CH3:3])[CH3:2].O[N:19]=[C:20]([C:22]1[CH:27]=[CH:26][C:25]([CH2:28][OH:29])=[CH:24][CH:23]=1)[NH2:21]. Product: [CH:1]([O:4][C:5]1[CH:13]=[CH:12][C:8]([C:9]2[O:11][N:21]=[C:20]([C:22]3[CH:27]=[CH:26][C:25]([CH2:28][OH:29])=[CH:24][CH:23]=3)[N:19]=2)=[CH:7][C:6]=1[C:14]([F:17])([F:16])[F:15])([CH3:2])[CH3:3]. The catalyst class is: 1. (3) Reactant: [N+](=[CH2:3])=[N-].[CH3:4][O:5][CH2:6][CH2:7][O:8][CH2:9][C:10]1[CH:15]=[CH:14][C:13]([C@@H:16]2[C@@H:21]([O:22][CH2:23][C:24]3[CH:25]=[CH:26][C:27]4[O:32][CH2:31][CH2:30][N:29]([CH2:33][CH2:34][CH2:35][O:36][CH3:37])[C:28]=4[CH:38]=3)[CH2:20][N:19]([S:39]([C:42]3[CH:47]=[CH:46][C:45]([CH3:48])=[CH:44][CH:43]=3)(=[O:41])=[O:40])[C@H:18]([CH2:49][C:50]([CH3:55])([CH3:54])[C:51]([OH:53])=[O:52])[CH2:17]2)=[CH:12][CH:11]=1.S([O-])([O-])(=O)=O.[Mg+2]. Product: [CH3:4][O:5][CH2:6][CH2:7][O:8][CH2:9][C:10]1[CH:15]=[CH:14][C:13]([C@@H:16]2[C@@H:21]([O:22][CH2:23][C:24]3[CH:25]=[CH:26][C:27]4[O:32][CH2:31][CH2:30][N:29]([CH2:33][CH2:34][CH2:35][O:36][CH3:37])[C:28]=4[CH:38]=3)[CH2:20][N:19]([S:39]([C:42]3[CH:43]=[CH:44][C:45]([CH3:48])=[CH:46][CH:47]=3)(=[O:40])=[O:41])[C@H:18]([CH2:49][C:50]([CH3:55])([CH3:54])[C:51]([O:53][CH3:3])=[O:52])[CH2:17]2)=[CH:12][CH:11]=1. The catalyst class is: 5. (4) Product: [C:10]([Si:7]([O:6][C:2]([CH3:3])([CH3:1])[C:4]#[CH:5])([CH3:9])[CH3:8])([CH3:13])([CH3:12])[CH3:11]. Reactant: [CH3:1][C:2]([OH:6])([C:4]#[CH:5])[CH3:3].[Si:7](OS(C(F)(F)F)(=O)=O)([C:10]([CH3:13])([CH3:12])[CH3:11])([CH3:9])[CH3:8]. The catalyst class is: 2.